From a dataset of Catalyst prediction with 721,799 reactions and 888 catalyst types from USPTO. Predict which catalyst facilitates the given reaction. (1) Reactant: O[C:2]1([C:6]2[C:16]3[O:15][CH2:14][CH2:13][N:12]([C:17]([O:19][C:20]([CH3:23])([CH3:22])[CH3:21])=[O:18])[CH2:11][C:10]=3[CH:9]=[CH:8][CH:7]=2)[CH2:5][CH2:4][CH2:3]1. Product: [CH:2]1([C:6]2[C:16]3[O:15][CH2:14][CH2:13][N:12]([C:17]([O:19][C:20]([CH3:23])([CH3:22])[CH3:21])=[O:18])[CH2:11][C:10]=3[CH:9]=[CH:8][CH:7]=2)[CH2:3][CH2:4][CH2:5]1. The catalyst class is: 43. (2) Reactant: [Cl:1][C:2]1[C:10]2[CH2:9][O:8][C:7](=[O:11])[C:6]=2[CH:5]=[CH:4][C:3]=1[CH:12]=[CH2:13].C1C=C(Cl)C=C(C(OO)=[O:22])C=1. Product: [Cl:1][C:2]1[C:10]2[CH2:9][O:8][C:7](=[O:11])[C:6]=2[CH:5]=[CH:4][C:3]=1[CH:12]1[CH2:13][O:22]1. The catalyst class is: 2. (3) The catalyst class is: 107. Product: [I:12][C:9]1[CH:10]=[C:11]2[C:6](=[CH:7][CH:8]=1)[N:5]=[CH:4][N:3]=[C:2]2[NH:16][CH2:13][C:14]#[CH:15]. Reactant: Cl[C:2]1[C:11]2[C:6](=[CH:7][CH:8]=[C:9]([I:12])[CH:10]=2)[N:5]=[CH:4][N:3]=1.[CH2:13]([NH2:16])[C:14]#[CH:15].C(N(CC)CC)C.C(OCC)(=O)C. (4) Reactant: CN(C(ON1N=NC2C=CC=NC1=2)=[N+](C)C)C.F[P-](F)(F)(F)(F)F.[F:25][C:26]1[CH:27]=[C:28]([NH:37][C:38]([C@@H:40]2[NH:49][CH2:48][CH2:47][C:46]3[N:45]=[C:44]([O:50][CH3:51])[CH:43]=[CH:42][C:41]2=3)=[O:39])[CH:29]=[C:30]([F:36])[C:31]=1[Si:32]([CH3:35])([CH3:34])[CH3:33].[C:52]([O:56][C:57](=[O:66])[CH2:58][C@@H:59]1[CH2:62][C@H:61]([C:63](O)=[O:64])[CH2:60]1)([CH3:55])([CH3:54])[CH3:53].CCN(C(C)C)C(C)C. Product: [F:36][C:30]1[CH:29]=[C:28]([NH:37][C:38]([C@@H:40]2[N:49]([C:63]([C@@H:61]3[CH2:60][C@H:59]([CH2:58][C:57]([O:56][C:52]([CH3:55])([CH3:54])[CH3:53])=[O:66])[CH2:62]3)=[O:64])[CH2:48][CH2:47][C:46]3[N:45]=[C:44]([O:50][CH3:51])[CH:43]=[CH:42][C:41]2=3)=[O:39])[CH:27]=[C:26]([F:25])[C:31]=1[Si:32]([CH3:35])([CH3:34])[CH3:33]. The catalyst class is: 18. (5) Reactant: [Cl:1][C:2]1[CH:7]=[CH:6][C:5]([NH:8][C:9](=[O:25])/[CH:10]=[CH:11]/[C:12]2[CH:17]=[CH:16][C:15]([CH2:18][C:19]3[CH:24]=[CH:23][N:22]=[CH:21][CH:20]=3)=[CH:14][CH:13]=2)=[CH:4][C:3]=1[C:26]([F:29])([F:28])[F:27]. Product: [Cl:1][C:2]1[CH:7]=[CH:6][C:5]([NH:8][C:9](=[O:25])[CH2:10][CH2:11][C:12]2[CH:13]=[CH:14][C:15]([CH2:18][C:19]3[CH:20]=[CH:21][N:22]=[CH:23][CH:24]=3)=[CH:16][CH:17]=2)=[CH:4][C:3]=1[C:26]([F:29])([F:27])[F:28]. The catalyst class is: 515. (6) Reactant: [NH:1]1[CH:5]=[CH:4][CH:3]=[C:2]1[C:6]([NH:8][NH2:9])=[O:7].[Br:10][C:11]1[CH:19]=[CH:18][C:14]([C:15](Cl)=[O:16])=[CH:13][CH:12]=1.N1C=CC=CC=1. The catalyst class is: 7. Product: [Br:10][C:11]1[CH:19]=[CH:18][C:14]([C:15]([NH:9][NH:8][C:6]([C:2]2[NH:1][CH:5]=[CH:4][CH:3]=2)=[O:7])=[O:16])=[CH:13][CH:12]=1. (7) Reactant: [NH2:1][C:2]1[CH:3]=[CH:4][CH:5]=[C:6]2[C:10]=1[NH:9][C:8](=[O:11])[CH2:7]2.[NH:12]1[C:20]2[C:15](=[CH:16][CH:17]=[C:18]([CH:21]=O)[CH:19]=2)[CH:14]=[N:13]1.N1CCCCC1. Product: [NH:12]1[C:20]2[C:15](=[CH:16][CH:17]=[C:18](/[CH:21]=[C:7]3/[C:8](=[O:11])[NH:9][C:10]4[C:6]/3=[CH:5][CH:4]=[CH:3][C:2]=4[NH2:1])[CH:19]=2)[CH:14]=[N:13]1. The catalyst class is: 5. (8) Reactant: [Cl:1][C:2]1[CH:7]=[CH:6][C:5](B(O)O)=[CH:4][CH:3]=1.[O-]P([O-])([O-])=O.[K+].[K+].[K+].Br[C:20]1[C:21](=[O:38])[O:22]/[C:23](=[CH:27]\[C:28]2[C:37]3[C:32](=[CH:33][CH:34]=[CH:35][CH:36]=3)[CH:31]=[CH:30][CH:29]=2)/[C:24]=1[O:25][CH3:26].O1CCOCC1.C1COCC1. Product: [Cl:1][C:2]1[CH:7]=[CH:6][C:5]([C:20]2[C:21](=[O:38])[O:22]/[C:23](=[CH:27]\[C:28]3[C:37]4[C:32](=[CH:33][CH:34]=[CH:35][CH:36]=4)[CH:31]=[CH:30][CH:29]=3)/[C:24]=2[O:25][CH3:26])=[CH:4][CH:3]=1. The catalyst class is: 257. (9) Reactant: [CH2:1]([O:8][C:9]1[C:18](=[O:19])[N:17]2[C:12]([C:13]([CH3:21])([CH3:20])[O:14][CH2:15][CH2:16]2)=[N:11][C:10]=1[C:22]([NH:24][NH2:25])=[O:23])[C:2]1[CH:7]=[CH:6][CH:5]=[CH:4][CH:3]=1.CCN(CC)CC.[F:33][C:34]1[CH:39]=[CH:38][C:37]([CH2:40][C:41](Cl)=[O:42])=[CH:36][CH:35]=1. The catalyst class is: 2. Product: [CH2:1]([O:8][C:9]1[C:18](=[O:19])[N:17]2[C:12]([C:13]([CH3:21])([CH3:20])[O:14][CH2:15][CH2:16]2)=[N:11][C:10]=1[C:22]([NH:24][NH:25][C:41](=[O:42])[CH2:40][C:37]1[CH:38]=[CH:39][C:34]([F:33])=[CH:35][CH:36]=1)=[O:23])[C:2]1[CH:7]=[CH:6][CH:5]=[CH:4][CH:3]=1.